Dataset: Catalyst prediction with 721,799 reactions and 888 catalyst types from USPTO. Task: Predict which catalyst facilitates the given reaction. (1) Product: [OH:6][C@H:5]([CH2:4][OH:3])[CH2:7][CH2:8][NH:9][C:10]([CH:12]1[CH:16]([C:17]2[CH:22]=[CH:21][CH:20]=[C:19]([Cl:23])[C:18]=2[F:24])[C:15]([C:27]2[CH:32]=[CH:31][C:30]([Cl:33])=[CH:29][C:28]=2[F:34])([C:25]#[N:26])[CH:14]([CH2:35][C:36]([CH3:41])([CH3:40])[CH2:37][CH2:38][NH2:39])[NH:13]1)=[O:11]. Reactant: CC1(C)[O:6][C@@H:5]([CH2:7][CH2:8][NH:9][C:10]([CH:12]2[CH:16]([C:17]3[CH:22]=[CH:21][CH:20]=[C:19]([Cl:23])[C:18]=3[F:24])[C:15]([C:27]3[CH:32]=[CH:31][C:30]([Cl:33])=[CH:29][C:28]=3[F:34])([C:25]#[N:26])[CH:14]([CH2:35][C:36]([CH3:41])([CH3:40])[CH2:37][CH2:38][NH2:39])[NH:13]2)=[O:11])[CH2:4][O:3]1.Cl. The catalyst class is: 7. (2) Reactant: [NH:1]([C:9]([O:11][C:12]([CH3:15])([CH3:14])[CH3:13])=[O:10])[C@H:2]([C:6]([OH:8])=O)[C@@H:3]([CH3:5])[OH:4].F[P-](F)(F)(F)(F)F.N1(O[P+](N(C)C)(N(C)C)N(C)C)C2C=CC=CC=2N=N1.CCN(C(C)C)C(C)C.[NH:52]1[CH2:57][CH2:56][O:55][CH2:54][CH2:53]1. Product: [OH:4][C@H:3]([CH3:5])[C@H:2]([NH:1][C:9](=[O:10])[O:11][C:12]([CH3:15])([CH3:14])[CH3:13])[C:6]([N:52]1[CH2:57][CH2:56][O:55][CH2:54][CH2:53]1)=[O:8]. The catalyst class is: 2. (3) Reactant: Cl.[N:2]1[C:11]2[C:6](=[CH:7][C:8]([C:12](Cl)=[O:13])=[CH:9][CH:10]=2)[CH:5]=[CH:4][CH:3]=1.[C:15]12([OH:25])[CH2:24][CH:19]3[CH2:20][CH:21]([CH2:23][CH:17]([CH2:18]3)[CH2:16]1)[CH2:22]2.O. Product: [N:2]1[C:11]2[C:6](=[CH:7][C:8]([C:12]([O:25][C:15]34[CH2:22][CH:21]5[CH2:20][CH:19]([CH2:18][CH:17]([CH2:23]5)[CH2:16]3)[CH2:24]4)=[O:13])=[CH:9][CH:10]=2)[CH:5]=[CH:4][CH:3]=1. The catalyst class is: 17. (4) Product: [CH3:10][C:43]1[CH:44]=[C:45]([C:1]2[N:49]=[CH:48][C:9]3[C:4]([C:2]=2[CH3:3])=[CH:5][CH:6]=[CH:7][CH:8]=3)[CH:46]=[C:41]([CH3:40])[CH:42]=1. The catalyst class is: 331. Reactant: [CH3:1][CH:2]([C:4]1[CH:9]=[CH:8][CH:7]=[CH:6][CH:5]=1)[CH3:3].[C:10]1(P(C2C=CC=CC=2)C2C=CC=CC=2)C=CC=CC=1.C(=O)([O-])[O-].[Na+].[Na+].C(N=[CH:40][C:41]1[CH:46]=[CH:45][CH:44]=[CH:43][C:42]=1I)(C)(C)C.[CH3:48][N:49](C=O)C. (5) Reactant: [H-].[Na+].CS(C)=O.[I-].[CH3:8][S+](C)(C)=O.[CH2:13]([C@@:15]12[CH2:39][CH2:38][C:37](=[O:40])[CH2:36][C@H:16]1[CH2:17][CH2:18][CH2:19][C:20]1[C:21]2=[CH:22][C:23]2[CH:24]=[N:25][N:26]([C:29]3[CH:34]=[CH:33][C:32]([F:35])=[CH:31][CH:30]=3)[C:27]=2[CH:28]=1)[CH3:14]. Product: [CH2:13]([C@@:15]12[CH2:39][CH2:38][C@@:37]3([CH2:8][O:40]3)[CH2:36][C@H:16]1[CH2:17][CH2:18][CH2:19][C:20]1[C:21]2=[CH:22][C:23]2[CH:24]=[N:25][N:26]([C:29]3[CH:34]=[CH:33][C:32]([F:35])=[CH:31][CH:30]=3)[C:27]=2[CH:28]=1)[CH3:14]. The catalyst class is: 1. (6) Reactant: Cl.Cl.[C:3]([O:7][C:8]([N:10]([C@@H:24]1[CH2:28][CH2:27][NH:26][CH2:25]1)[C:11]1[N:16]=[CH:15][C:14](/[CH:17]=[CH:18]/[C:19]([O:21][CH2:22][CH3:23])=[O:20])=[CH:13][CH:12]=1)=[O:9])([CH3:6])([CH3:5])[CH3:4].[C:29]1(=O)[CH2:34][CH2:33][CH2:32][CH2:31][CH2:30]1.C(O[BH-](OC(=O)C)OC(=O)C)(=O)C.[Na+].C(N(CC)C(C)C)(C)C.[Cl-].[NH4+]. Product: [C:3]([O:7][C:8]([N:10]([C@@H:24]1[CH2:28][CH2:27][N:26]([CH:29]2[CH2:34][CH2:33][CH2:32][CH2:31][CH2:30]2)[CH2:25]1)[C:11]1[N:16]=[CH:15][C:14](/[CH:17]=[CH:18]/[C:19]([O:21][CH2:22][CH3:23])=[O:20])=[CH:13][CH:12]=1)=[O:9])([CH3:4])([CH3:5])[CH3:6]. The catalyst class is: 756. (7) Product: [Br:11][CH2:8][C:7]1[C:6]([CH3:9])=[C:5]([Cl:10])[N:4]=[N:3][C:2]=1[Cl:1]. Reactant: [Cl:1][C:2]1[N:3]=[N:4][C:5]([Cl:10])=[C:6]([CH3:9])[C:7]=1[CH3:8].[Br:11]N1C(=O)CCC1=O.CC(N=NC(C#N)(C)C)(C#N)C. The catalyst class is: 53.